From a dataset of Catalyst prediction with 721,799 reactions and 888 catalyst types from USPTO. Predict which catalyst facilitates the given reaction. (1) Reactant: Cl[C:2]1[O:3][C:4]2[C:5](=[C:7]([C:19]#[N:20])[C:8]([CH3:18])=[C:9]([C:12]3[CH:17]=[CH:16][CH:15]=[CH:14][CH:13]=3)[C:10]=2[F:11])[N:6]=1.C(N(C(C)C)CC)(C)C.Cl.[CH3:31][NH:32][CH2:33][CH2:34][C:35]([O:37][CH2:38][CH3:39])=[O:36]. Product: [C:19]([C:7]1[C:5]2[N:6]=[C:2]([CH2:31][NH:32][CH2:33][CH2:34][C:35]([O:37][CH2:38][CH3:39])=[O:36])[O:3][C:4]=2[C:10]([F:11])=[C:9]([C:12]2[CH:17]=[CH:16][CH:15]=[CH:14][CH:13]=2)[C:8]=1[CH3:18])#[N:20]. The catalyst class is: 4. (2) Reactant: C(OC([N:11]1[CH2:15][CH2:14][CH2:13][C@H:12]1[C:16]([N:18]1[C:26]2[C:21](=[CH:22][CH:23]=[CH:24][CH:25]=2)[CH2:20][CH2:19]1)=[O:17])=O)C1C=CC=CC=1. Product: [N:18]1([C:16]([C@@H:12]2[CH2:13][CH2:14][CH2:15][NH:11]2)=[O:17])[C:26]2[C:21](=[CH:22][CH:23]=[CH:24][CH:25]=2)[CH2:20][CH2:19]1. The catalyst class is: 285. (3) Reactant: [Cl:1][C:2]1[CH:33]=[CH:32][C:5]([CH2:6][O:7][C@:8]23[C@@H:21]4[N:22]([CH2:25][CH:26]5[CH2:28][CH2:27]5)[CH2:23][CH2:24][C@:13]52[C:14]2[C:15]([O:30][C@H:12]5[C:11](=[O:31])[CH2:10][CH2:9]3)=[C:16]([OH:29])[CH:17]=[CH:18][C:19]=2[CH2:20]4)=[CH:4][CH:3]=1.[CH3:34][I:35]. Product: [I-:35].[Cl:1][C:2]1[CH:3]=[CH:4][C:5]([CH2:6][O:7][C@:8]23[C@@H:21]4[N@+:22]([CH2:25][CH:26]5[CH2:28][CH2:27]5)([CH3:34])[CH2:23][CH2:24][C@:13]52[C:14]2[C:15]([O:30][C@H:12]5[C:11](=[O:31])[CH2:10][CH2:9]3)=[C:16]([OH:29])[CH:17]=[CH:18][C:19]=2[CH2:20]4)=[CH:32][CH:33]=1. The catalyst class is: 6. (4) Reactant: [OH:1][C@H:2]1[CH2:6][N:5]([C:7]([O:9][C:10]([CH3:13])([CH3:12])[CH3:11])=[O:8])[C@H:4]([CH2:14]OS(C2C=CC(C)=CC=2)(=O)=O)[CH2:3]1.[N-:26]=[N+:27]=[N-:28].[Na+]. Product: [N:26]([CH2:14][C@@H:4]1[CH2:3][C@@H:2]([OH:1])[CH2:6][N:5]1[C:7]([O:9][C:10]([CH3:13])([CH3:12])[CH3:11])=[O:8])=[N+:27]=[N-:28]. The catalyst class is: 9. (5) Reactant: Cl.Cl.Cl.[F:4][C:5]1[CH:29]=[CH:28][CH:27]=[CH:26][C:6]=1[CH2:7][N:8]1[C:12]2=[N:13][CH:14]=[CH:15][CH:16]=[C:11]2[C:10]([C:17]2[N:22]=[C:21]([NH2:23])[C:20]([NH2:24])=[C:19]([NH2:25])[N:18]=2)=[N:9]1.N1C=CC=CC=1.Cl[C:37]([O:39][CH:40]([CH3:42])[CH3:41])=[O:38]. Product: [NH2:25][C:19]1[C:20]([NH:24][C:37](=[O:38])[O:39][CH:40]([CH3:42])[CH3:41])=[C:21]([NH2:23])[N:22]=[C:17]([C:10]2[C:11]3[C:12](=[N:13][CH:14]=[CH:15][CH:16]=3)[N:8]([CH2:7][C:6]3[CH:26]=[CH:27][CH:28]=[CH:29][C:5]=3[F:4])[N:9]=2)[N:18]=1. The catalyst class is: 98.